From a dataset of Catalyst prediction with 721,799 reactions and 888 catalyst types from USPTO. Predict which catalyst facilitates the given reaction. (1) Reactant: C(#N)C.[CH3:4][C:5]1[CH:6]=[C:7]([CH:21]=[CH:22][C:23]=1[N+:24]([O-:26])=[O:25])[CH2:8][C:9]1[S:10][CH:11]=[C:12]([C:14]([F:20])([F:19])[C:15]([F:18])([F:17])[F:16])[N:13]=1.[N+]([O-])([O-])=[O:28].[NH4+].[Ce+4].[N+]([O-])([O-])=O.[N+]([O-])([O-])=O.[N+]([O-])([O-])=O.[N+]([O-])([O-])=O.II. Product: [CH3:4][C:5]1[CH:6]=[C:7]([C:8]([C:9]2[S:10][CH:11]=[C:12]([C:14]([F:19])([F:20])[C:15]([F:16])([F:17])[F:18])[N:13]=2)=[O:28])[CH:21]=[CH:22][C:23]=1[N+:24]([O-:26])=[O:25]. The catalyst class is: 13. (2) Reactant: C(OC([N:8]1[CH2:13][CH2:12][N:11]([C:14]2[CH:23]=[C:22]3[C:17]([C:18](=[O:35])[C:19]([C:32]([OH:34])=[O:33])=[CH:20][N:21]3[CH2:24][C:25]3[CH:30]=[CH:29][C:28]([Cl:31])=[CH:27][CH:26]=3)=[CH:16][C:15]=2[F:36])[CH2:10][CH2:9]1)=O)(C)(C)C.C(=O)([O-])[O-].[K+].[K+].[Cl:43][C:44]1[CH:51]=[CH:50][C:47]([CH2:48]Br)=[CH:46][CH:45]=1. Product: [Cl:43][C:44]1[CH:51]=[CH:50][C:47]([CH2:48][O:34][C:32]([C:19]2[C:18](=[O:35])[C:17]3[C:22](=[CH:23][C:14]([N:11]4[CH2:10][CH2:9][NH:8][CH2:13][CH2:12]4)=[C:15]([F:36])[CH:16]=3)[N:21]([CH2:24][C:25]3[CH:30]=[CH:29][C:28]([Cl:31])=[CH:27][CH:26]=3)[CH:20]=2)=[O:33])=[CH:46][CH:45]=1. The catalyst class is: 3. (3) Reactant: [F:1][C:2]1([C:9]2[CH:14]=[CH:13][C:12]([C:15]3[CH2:19][C:18]([C:24]4[CH:29]=[C:28]([Cl:30])[C:27]([Cl:31])=[C:26]([Cl:32])[CH:25]=4)([C:20]([F:23])([F:22])[F:21])[O:17][N:16]=3)=[CH:11][CH:10]=2)[CH2:5][CH:4]([C:6]([OH:8])=O)[CH2:3]1.CN(C(O[N:41]1N=N[C:43]2C=CC=N[C:42]1=2)=[N+](C)C)C.F[P-](F)(F)(F)(F)F.C1C=CC2N(O)N=NC=2C=1.CCN(C(C)C)C(C)C.C(N)C. Product: [CH2:42]([NH:41][C:6]([CH:4]1[CH2:5][C:2]([F:1])([C:9]2[CH:10]=[CH:11][C:12]([C:15]3[CH2:19][C:18]([C:24]4[CH:29]=[C:28]([Cl:30])[C:27]([Cl:31])=[C:26]([Cl:32])[CH:25]=4)([C:20]([F:21])([F:22])[F:23])[O:17][N:16]=3)=[CH:13][CH:14]=2)[CH2:3]1)=[O:8])[CH3:43]. The catalyst class is: 198. (4) The catalyst class is: 9. Product: [CH:1]1([N:6]2[CH2:12][C:11]([F:14])([F:13])[C:10](=[O:15])[N:9]([CH3:16])[C:8]3[CH:17]=[N:18][C:19]([NH:21][C:22]4[CH:30]=[CH:29][C:25]([C:26]([NH:81][CH2:80][CH2:79][N:78]([CH3:82])[CH3:77])=[O:28])=[CH:24][C:23]=4[O:31][CH2:32][CH3:33])=[N:20][C:7]2=3)[CH2:2][CH2:3][CH2:4][CH2:5]1. Reactant: [CH:1]1([N:6]2[CH2:12][C:11]([F:14])([F:13])[C:10](=[O:15])[N:9]([CH3:16])[C:8]3[CH:17]=[N:18][C:19]([NH:21][C:22]4[CH:30]=[CH:29][C:25]([C:26]([OH:28])=O)=[CH:24][C:23]=4[O:31][CH2:32][CH3:33])=[N:20][C:7]2=3)[CH2:5][CH2:4][CH2:3][CH2:2]1.ON1C2C=CC=CC=2N=N1.F[P-](F)(F)(F)(F)F.CN(C(N(C)C)=[N+]1C2C=CC=CC=2[N+]([O-])=N1)C.C(N(C(C)C)CC)(C)C.[CH3:77][N:78]([CH3:82])[CH2:79][CH2:80][NH2:81].